The task is: Regression. Given a peptide amino acid sequence and an MHC pseudo amino acid sequence, predict their binding affinity value. This is MHC class I binding data.. This data is from Peptide-MHC class I binding affinity with 185,985 pairs from IEDB/IMGT. (1) The peptide sequence is ITNTKSDNII. The MHC is HLA-A02:03 with pseudo-sequence HLA-A02:03. The binding affinity (normalized) is 0.0240. (2) The peptide sequence is TEMYIMYAM. The MHC is HLA-A30:02 with pseudo-sequence HLA-A30:02. The binding affinity (normalized) is 0.213. (3) The peptide sequence is YLPEVISTI. The MHC is HLA-B54:01 with pseudo-sequence HLA-B54:01. The binding affinity (normalized) is 0.126. (4) The peptide sequence is DEHLRGFSK. The MHC is HLA-A33:01 with pseudo-sequence HLA-A33:01. The binding affinity (normalized) is 0. (5) The peptide sequence is KQAWCWFGGK. The MHC is Mamu-B03 with pseudo-sequence Mamu-B03. The binding affinity (normalized) is 0.319. (6) The peptide sequence is TRAIRGEQQ. The MHC is HLA-B27:05 with pseudo-sequence HLA-B27:05. The binding affinity (normalized) is 0.222.